Dataset: Forward reaction prediction with 1.9M reactions from USPTO patents (1976-2016). Task: Predict the product of the given reaction. (1) Given the reactants [Br:1][C:2]1[C:7](Br)=[CH:6][CH:5]=[CH:4][N:3]=1.C([Mg]Cl)(C)C.[Cl-].[Li+].[C:16]1(=[O:20])[CH2:19][CH2:18][CH2:17]1, predict the reaction product. The product is: [Br:1][C:2]1[C:7]([C:16]2([OH:20])[CH2:19][CH2:18][CH2:17]2)=[CH:6][CH:5]=[CH:4][N:3]=1. (2) Given the reactants [CH2:1]([C:8]1[C:13](=[O:14])[N:12]2[CH2:15][CH2:16][S:17][C:11]2=[N:10][C:9]=1[CH:18]=[O:19])[C:2]1[CH:7]=[CH:6][CH:5]=[CH:4][CH:3]=1.[CH2:20]([Mg]Br)[CH3:21], predict the reaction product. The product is: [CH2:1]([C:8]1[C:13](=[O:14])[N:12]2[CH2:15][CH2:16][S:17][C:11]2=[N:10][C:9]=1[CH:18]([OH:19])[CH2:20][CH3:21])[C:2]1[CH:7]=[CH:6][CH:5]=[CH:4][CH:3]=1. (3) Given the reactants C(Cl)C=C.F[C:6](F)(F)[C:7](O)=[O:8].Br[C:13]1[CH:22]=[CH:21][C:16]([C:17]([O:19][CH3:20])=[O:18])=[CH:15][C:14]=1[F:23].C(OC(=O)C)(=O)C.Cl, predict the reaction product. The product is: [C:7]([C:13]1[CH:22]=[CH:21][C:16]([C:17]([O:19][CH3:20])=[O:18])=[CH:15][C:14]=1[F:23])(=[O:8])[CH3:6]. (4) Given the reactants Cl[C:2]1[N:6]([CH3:7])[N:5]=[C:4]([CH:8]([F:10])[F:9])[C:3]=1[CH:11]=[O:12].[F:13][C:14]([F:23])([F:22])[C:15]1[CH:20]=[CH:19][C:18]([OH:21])=[CH:17][CH:16]=1.C(=O)([O-])[O-:25].[K+].[K+], predict the reaction product. The product is: [F:9][CH:8]([F:10])[C:4]1[C:3]([C:11]([OH:12])=[O:25])=[C:2]([O:21][C:18]2[CH:17]=[CH:16][C:15]([C:14]([F:22])([F:23])[F:13])=[CH:20][CH:19]=2)[N:6]([CH3:7])[N:5]=1. (5) Given the reactants [I-].[CH3:2][S+](C)(C)=O.[H-].[Na+].[O:9]=[C:10]1[CH2:15][CH2:14][CH2:13][CH2:12][CH:11]1[N:16]1[C:20]([C:21]2[CH:26]=[CH:25][CH:24]=[CH:23][CH:22]=2)=[C:19]([C:27]([O:29][CH2:30][CH3:31])=[O:28])[N:18]=[CH:17]1, predict the reaction product. The product is: [O:9]1[C@@:10]2([CH2:15][CH2:14][CH2:13][CH2:12][C@@H:11]2[N:16]2[C:20]([C:21]3[CH:26]=[CH:25][CH:24]=[CH:23][CH:22]=3)=[C:19]([C:27]([O:29][CH2:30][CH3:31])=[O:28])[N:18]=[CH:17]2)[CH2:2]1. (6) The product is: [F:18][C:2]([F:1])([C:7]1[CH:12]=[CH:11][CH:10]=[C:9]2[C:8]=1[CH2:13][CH2:14][C:15]2=[O:17])[C:3]([F:4])([F:5])[F:6]. Given the reactants [F:1][C:2]([F:18])([C:7]1[CH:12]=[CH:11][CH:10]=[CH:9][C:8]=1[CH2:13][CH2:14][C:15]([OH:17])=O)[C:3]([F:6])([F:5])[F:4], predict the reaction product.